Dataset: Full USPTO retrosynthesis dataset with 1.9M reactions from patents (1976-2016). Task: Predict the reactants needed to synthesize the given product. (1) Given the product [NH2:6][C:7]1[C:12]([CH2:13][C:14]2[CH:15]=[CH:16][CH:17]=[CH:18][CH:19]=2)=[N:11][C:10]([C:20]2[CH:27]=[CH:26][C:25]([O:28][CH3:29])=[CH:24][C:21]=2[CH:22]=[CH2:1])=[C:9]([CH:30]=[CH2:31])[N:8]=1, predict the reactants needed to synthesize it. The reactants are: [CH2:1]([Li])CCC.[NH2:6][C:7]1[N:8]=[C:9]([CH:30]=[CH2:31])[C:10]([C:20]2[CH:27]=[CH:26][C:25]([O:28][CH3:29])=[CH:24][C:21]=2[CH:22]=O)=[N:11][C:12]=1[CH2:13][C:14]1[CH:19]=[CH:18][CH:17]=[CH:16][CH:15]=1.O. (2) Given the product [CH:83]1([N:88]2[C:92]3=[N:93][C:94]([C:98]4[CH:103]=[CH:102][N:101]=[CH:100][C:99]=4[O:104][CH:105]([CH2:1][CH3:2])[CH3:106])=[N:95][C:96](=[O:97])[C:91]3=[C:90]([CH2:107][CH3:108])[NH:89]2)[CH2:84][CH2:85][CH2:86][CH2:87]1, predict the reactants needed to synthesize it. The reactants are: [CH2:1](OC1C=CC(S(N2CCN(C)CC2)(=O)=O)=CC=1C1NC(=O)C2N(C)N=C(CCC)C=2N=1)[CH3:2].C1(CNC2C3C(=CC=C(Cl)C=3)N=C(N3C=CN=C3)N=2)C=CC=CC=1.C1(CNC2C3C(=CC=C(Cl)C=3)N=C(C3C=NC=CC=3)N=2)C=CC=CC=1.[CH:83]1([N:88]2[C:92]3=[N:93][C:94]([C:98]4[CH:103]=[CH:102][N:101]=[CH:100][C:99]=4[O:104][CH2:105][CH3:106])=[N:95][C:96](=[O:97])[C:91]3=[C:90]([CH2:107][CH3:108])[NH:89]2)[CH2:87][CH2:86][CH2:85][CH2:84]1. (3) Given the product [C:11]1([CH:9]([OH:10])[CH2:8][CH:7]([C:1]2[CH:6]=[CH:5][CH:4]=[CH:3][CH:2]=2)[OH:18])[CH:12]=[CH:13][CH:14]=[CH:15][CH:16]=1, predict the reactants needed to synthesize it. The reactants are: [C:1]1([C:7](=[O:18])[CH:8](C)[C:9]([C:11]2[CH:16]=[CH:15][CH:14]=[CH:13][CH:12]=2)=[O:10])[CH:6]=[CH:5][CH:4]=[CH:3][CH:2]=1.C1(C(=O)CC(C2C=CC=CC=2)=O)C=CC=CC=1.